The task is: Predict which catalyst facilitates the given reaction.. This data is from Catalyst prediction with 721,799 reactions and 888 catalyst types from USPTO. (1) Reactant: [N:1]1[CH:6]=[CH:5][CH:4]=[CH:3][C:2]=1[C@@H:7]1[CH2:11][CH2:10][C@H:9](O)[CH2:8]1.[C:13]1(=[O:23])[NH:17][C:16](=[O:18])[C:15]2=[CH:19][CH:20]=[CH:21][CH:22]=[C:14]12.CCOC(/N=N/C(OCC)=O)=O.C1(P(C2C=CC=CC=2)C2C=CC=CC=2)C=CC=CC=1. Product: [N:1]1[CH:6]=[CH:5][CH:4]=[CH:3][C:2]=1[C@H:7]1[CH2:11][CH2:10][C@H:9]([N:17]2[C:16](=[O:18])[C:15]3=[CH:19][CH:20]=[CH:21][CH:22]=[C:14]3[C:13]2=[O:23])[CH2:8]1. The catalyst class is: 1. (2) Reactant: [CH2:1]([O:3][C:4](=[O:41])[C@@H:5]([NH:7][C@H:8]([C:23](=[O:40])[N:24]([C:26]1[N:30](CC2C=CC(OC)=CC=2)[N:29]=[N:28][N:27]=1)[CH3:25])[CH2:9][C:10]1[CH:15]=[CH:14][C:13]([C:16]2[CH:21]=[CH:20][CH:19]=[C:18]([Cl:22])[CH:17]=2)=[CH:12][CH:11]=1)[CH3:6])[CH3:2].C(Cl)Cl. Product: [CH2:1]([O:3][C:4](=[O:41])[C@@H:5]([NH:7][C@H:8]([C:23](=[O:40])[N:24]([CH3:25])[C:26]1[NH:30][N:29]=[N:28][N:27]=1)[CH2:9][C:10]1[CH:11]=[CH:12][C:13]([C:16]2[CH:21]=[CH:20][CH:19]=[C:18]([Cl:22])[CH:17]=2)=[CH:14][CH:15]=1)[CH3:6])[CH3:2]. The catalyst class is: 67.